From a dataset of NCI-60 drug combinations with 297,098 pairs across 59 cell lines. Regression. Given two drug SMILES strings and cell line genomic features, predict the synergy score measuring deviation from expected non-interaction effect. (1) Drug 1: CN(CCCl)CCCl.Cl. Drug 2: C1CCC(C(C1)N)N.C(=O)(C(=O)[O-])[O-].[Pt+4]. Cell line: A498. Synergy scores: CSS=32.8, Synergy_ZIP=-2.39, Synergy_Bliss=0.918, Synergy_Loewe=-2.15, Synergy_HSA=4.61. (2) Drug 1: CN(CCCl)CCCl.Cl. Drug 2: CCC1(C2=C(COC1=O)C(=O)N3CC4=CC5=C(C=CC(=C5CN(C)C)O)N=C4C3=C2)O.Cl. Cell line: NCI-H322M. Synergy scores: CSS=6.15, Synergy_ZIP=-1.38, Synergy_Bliss=0.601, Synergy_Loewe=-9.55, Synergy_HSA=-2.08. (3) Drug 1: CN(CC1=CN=C2C(=N1)C(=NC(=N2)N)N)C3=CC=C(C=C3)C(=O)NC(CCC(=O)O)C(=O)O. Drug 2: CC1=C(C=C(C=C1)NC(=O)C2=CC=C(C=C2)CN3CCN(CC3)C)NC4=NC=CC(=N4)C5=CN=CC=C5. Cell line: MDA-MB-231. Synergy scores: CSS=-10.1, Synergy_ZIP=3.37, Synergy_Bliss=-1.12, Synergy_Loewe=-18.5, Synergy_HSA=-18.4. (4) Drug 1: CC(C)(C#N)C1=CC(=CC(=C1)CN2C=NC=N2)C(C)(C)C#N. Drug 2: C(CCl)NC(=O)N(CCCl)N=O. Cell line: SR. Synergy scores: CSS=52.8, Synergy_ZIP=-2.88, Synergy_Bliss=-4.07, Synergy_Loewe=-2.13, Synergy_HSA=-1.71. (5) Drug 1: CCC(=C(C1=CC=CC=C1)C2=CC=C(C=C2)OCCN(C)C)C3=CC=CC=C3.C(C(=O)O)C(CC(=O)O)(C(=O)O)O. Drug 2: C(CC(=O)O)C(=O)CN.Cl. Cell line: OVCAR-5. Synergy scores: CSS=5.70, Synergy_ZIP=-4.54, Synergy_Bliss=-7.05, Synergy_Loewe=-6.53, Synergy_HSA=-6.27. (6) Drug 1: CS(=O)(=O)C1=CC(=C(C=C1)C(=O)NC2=CC(=C(C=C2)Cl)C3=CC=CC=N3)Cl. Drug 2: C1CN(CCN1C(=O)CCBr)C(=O)CCBr. Cell line: SK-MEL-2. Synergy scores: CSS=4.12, Synergy_ZIP=0.476, Synergy_Bliss=3.88, Synergy_Loewe=-2.41, Synergy_HSA=-1.44. (7) Drug 1: CC1OCC2C(O1)C(C(C(O2)OC3C4COC(=O)C4C(C5=CC6=C(C=C35)OCO6)C7=CC(=C(C(=C7)OC)O)OC)O)O. Drug 2: C1=CC=C(C(=C1)C(C2=CC=C(C=C2)Cl)C(Cl)Cl)Cl. Cell line: HT29. Synergy scores: CSS=22.0, Synergy_ZIP=6.02, Synergy_Bliss=10.0, Synergy_Loewe=-7.35, Synergy_HSA=9.90.